This data is from Forward reaction prediction with 1.9M reactions from USPTO patents (1976-2016). The task is: Predict the product of the given reaction. (1) Given the reactants Br[C:2]1[CH:7]=[C:6]([N+:8]([O-:10])=[O:9])[CH:5]=[CH:4][C:3]=1[S:11]([CH2:14][CH3:15])(=[O:13])=[O:12].[C:16]([O:20][C:21]([N:23]1[CH:27]=[CH:26][CH:25]=[C:24]1B(O)O)=[O:22])([CH3:19])([CH3:18])[CH3:17].C(=O)([O-])[O-].[Na+].[Na+], predict the reaction product. The product is: [CH2:14]([S:11]([C:3]1[CH:4]=[CH:5][C:6]([N+:8]([O-:10])=[O:9])=[CH:7][C:2]=1[C:24]1[N:23]([C:21]([O:20][C:16]([CH3:19])([CH3:18])[CH3:17])=[O:22])[CH:27]=[CH:26][CH:25]=1)(=[O:13])=[O:12])[CH3:15]. (2) Given the reactants [CH:1]1([CH:7]([NH:18][C:19]2[CH:24]=[CH:23][C:22]([C:25]([N:27]([CH3:35])[CH2:28][CH2:29][C:30]([O:32]CC)=[O:31])=[O:26])=[CH:21][CH:20]=2)[C:8]2[O:16][C:15]3[C:10](=[N:11][CH:12]=[CH:13][CH:14]=3)[C:9]=2[CH3:17])[CH2:6][CH2:5][CH2:4][CH2:3][CH2:2]1.O1CCCC1.[OH-].[Na+], predict the reaction product. The product is: [CH:1]1([CH:7]([NH:18][C:19]2[CH:20]=[CH:21][C:22]([C:25]([N:27]([CH3:35])[CH2:28][CH2:29][C:30]([OH:32])=[O:31])=[O:26])=[CH:23][CH:24]=2)[C:8]2[O:16][C:15]3[C:10](=[N:11][CH:12]=[CH:13][CH:14]=3)[C:9]=2[CH3:17])[CH2:6][CH2:5][CH2:4][CH2:3][CH2:2]1.